The task is: Predict the product of the given reaction.. This data is from Forward reaction prediction with 1.9M reactions from USPTO patents (1976-2016). Given the reactants [Cl:1][C:2]1[C:11]2[C:6](=[CH:7][C:8]([S:12]([O:15]C3C(F)=C(F)C(F)=C(F)C=3F)(=[O:14])=O)=[CH:9][CH:10]=2)[CH:5]=[C:4]([Cl:27])[N:3]=1.C1COCC1.[CH3:33][O:34][C:35]1[CH:47]=[CH:46][C:38]([CH2:39][NH:40][C:41]2[CH:45]=[CH:44][O:43][N:42]=2)=[CH:37][CH:36]=1.C[Si]([N-][Si](C)(C)C)(C)C.[Li+], predict the reaction product. The product is: [Cl:1][C:2]1[C:11]2[C:6](=[CH:7][C:8]([S:12]([N:40]([C:41]3[CH:45]=[CH:44][O:43][N:42]=3)[CH2:39][C:38]3[CH:37]=[CH:36][C:35]([O:34][CH3:33])=[CH:47][CH:46]=3)(=[O:14])=[O:15])=[CH:9][CH:10]=2)[CH:5]=[C:4]([Cl:27])[N:3]=1.